This data is from Catalyst prediction with 721,799 reactions and 888 catalyst types from USPTO. The task is: Predict which catalyst facilitates the given reaction. Reactant: [NH2:1][C:2]1[N:3]=[C:4]([NH:9][CH:10]2[CH2:15][CH2:14][CH2:13][N:12](C(OC(C)(C)C)=O)[CH2:11]2)[S:5][C:6]=1[C:7]#[N:8].[ClH:23]. Product: [ClH:23].[ClH:23].[NH2:1][C:2]1[N:3]=[C:4]([NH:9][CH:10]2[CH2:15][CH2:14][CH2:13][NH:12][CH2:11]2)[S:5][C:6]=1[C:7]#[N:8]. The catalyst class is: 12.